From a dataset of Forward reaction prediction with 1.9M reactions from USPTO patents (1976-2016). Predict the product of the given reaction. (1) Given the reactants Br[C:2]1[CH:3]=[N:4][CH:5]=[C:6]2[C:11]=1[N:10]=[C:9]([C:12]([N:14]1[CH2:17][CH:16]([O:18][CH3:19])[CH2:15]1)=[O:13])[CH:8]=[CH:7]2.[CH:20]([N:23]1[CH:27]=[C:26]([C:28]2[CH:33]=[CH:32][C:31](B3OC(C)(C)C(C)(C)O3)=[CH:30][CH:29]=2)[CH:25]=[N:24]1)([CH3:22])[CH3:21].[O-]P([O-])([O-])=O.[K+].[K+].[K+], predict the reaction product. The product is: [CH:20]([N:23]1[CH:27]=[C:26]([C:28]2[CH:33]=[CH:32][C:31]([C:2]3[CH:3]=[N:4][CH:5]=[C:6]4[C:11]=3[N:10]=[C:9]([C:12]([N:14]3[CH2:17][CH:16]([O:18][CH3:19])[CH2:15]3)=[O:13])[CH:8]=[CH:7]4)=[CH:30][CH:29]=2)[CH:25]=[N:24]1)([CH3:22])[CH3:21]. (2) Given the reactants [CH3:1][O:2][C:3](=[O:18])[C:4]1[CH:9]=[CH:8][C:7]([NH2:10])=[C:6]([O:11][CH2:12][CH2:13][CH2:14][N:15]([CH3:17])[CH3:16])[CH:5]=1.C(N(CC)CC)C.ClC(Cl)(O[C:30](=[O:36])OC(Cl)(Cl)Cl)Cl.[CH3:38][C:39]1[N:40]=[CH:41][C:42]([NH2:45])=[N:43][CH:44]=1, predict the reaction product. The product is: [CH3:1][O:2][C:3](=[O:18])[C:4]1[CH:9]=[CH:8][C:7]([NH:10][C:30]([NH:45][C:42]2[CH:41]=[N:40][C:39]([CH3:38])=[CH:44][N:43]=2)=[O:36])=[C:6]([O:11][CH2:12][CH2:13][CH2:14][N:15]([CH3:16])[CH3:17])[CH:5]=1.